Task: Predict the reactants needed to synthesize the given product.. Dataset: Full USPTO retrosynthesis dataset with 1.9M reactions from patents (1976-2016) (1) Given the product [Br:25][C:26]1[CH:27]=[C:28]([NH:33][C:34]2[C:35]3[CH:43]=[C:42]([NH:44][C:22](=[O:24])[CH2:21][P:16](=[O:17])([O:15][CH2:13][CH3:14])[O:18][CH2:19][CH3:20])[N:41]=[CH:40][C:36]=3[N:37]=[CH:38][N:39]=2)[CH:29]=[CH:30][C:31]=1[Br:32], predict the reactants needed to synthesize it. The reactants are: C1N=CN(C(N2C=NC=C2)=O)C=1.[CH2:13]([O:15][P:16]([CH2:21][C:22]([OH:24])=O)([O:18][CH2:19][CH3:20])=[O:17])[CH3:14].[Br:25][C:26]1[CH:27]=[C:28]([NH:33][C:34]2[C:35]3[CH:43]=[C:42]([NH2:44])[N:41]=[CH:40][C:36]=3[N:37]=[CH:38][N:39]=2)[CH:29]=[CH:30][C:31]=1[Br:32].CC(N(C)C)=O. (2) Given the product [NH2:23][C:16]1[N:15]=[C:14]2[C:19]([N:20]=[CH:21][N:13]2[C@H:11]2[CH2:10][O:9][C@@H:8]([CH2:7][OH:6])[O:12]2)=[C:18]([NH2:22])[N:17]=1, predict the reactants needed to synthesize it. The reactants are: C([O:6][CH2:7][C@H:8]1[O:12][C@@H:11]([N:13]2[CH:21]=[N:20][C:19]3[C:14]2=[N:15][C:16]([NH2:23])=[N:17][C:18]=3[NH2:22])[CH2:10][O:9]1)(=O)C(C)C.CC(O)C. (3) Given the product [CH2:13]([N:9]([CH:10]([CH3:11])[CH3:12])[C:6]1[CH:5]=[CH:4][C:3]([NH:2][C:22]2[C:21](=[O:25])[CH:20]=[C:19]([NH:18][CH2:17][CH2:16][OH:15])[C:24](=[N:26][C:3]3[CH:8]=[CH:7][C:6]([N:9]([CH2:13][CH3:14])[CH:10]([CH3:11])[CH3:12])=[CH:5][CH:4]=3)[CH:23]=2)=[CH:8][CH:7]=1)[CH3:14], predict the reactants needed to synthesize it. The reactants are: Cl.[NH2:2][C:3]1[CH:8]=[CH:7][C:6]([N:9]([CH2:13][CH3:14])[CH:10]([CH3:12])[CH3:11])=[CH:5][CH:4]=1.[OH:15][CH2:16][CH2:17][NH:18][C:19]1[CH:20]=[C:21]([OH:25])[CH:22]=[CH:23][CH:24]=1.[NH3:26].OO. (4) The reactants are: [CH3:1][N:2]1[C:10]2[C:5](=[C:6]([CH3:20])[C:7](B3OC(C)(C)C(C)(C)O3)=[CH:8][CH:9]=2)[CH2:4][C:3]1=[O:21].Br[C:23]1[CH:24]=[C:25]([CH2:29][OH:30])[CH:26]=[N:27][CH:28]=1.COCCOC.C(=O)([O-])[O-].[Na+].[Na+]. Given the product [OH:30][CH2:29][C:25]1[CH:24]=[C:23]([C:7]2[C:6]([CH3:20])=[C:5]3[C:10](=[CH:9][CH:8]=2)[N:2]([CH3:1])[C:3](=[O:21])[CH2:4]3)[CH:28]=[N:27][CH:26]=1, predict the reactants needed to synthesize it. (5) Given the product [C:1]([C:5]1[CH:25]=[CH:24][C:8]([CH2:9][S:10][C:11]2[O:12][C:13]3[C:18]([C:19](=[O:23])[C:20]=2[CH2:21][O:22][S:32]([C:27]2[CH:26]=[CH:31][C:30]([CH3:37])=[CH:29][CH:28]=2)(=[O:33])=[O:34])=[CH:17][CH:16]=[CH:15][CH:14]=3)=[CH:7][CH:6]=1)([CH3:4])([CH3:2])[CH3:3], predict the reactants needed to synthesize it. The reactants are: [C:1]([C:5]1[CH:25]=[CH:24][C:8]([CH2:9][S:10][C:11]2[O:12][C:13]3[C:18]([C:19](=[O:23])[C:20]=2[CH2:21][OH:22])=[CH:17][CH:16]=[CH:15][CH:14]=3)=[CH:7][CH:6]=1)([CH3:4])([CH3:3])[CH3:2].[C:26]1(C)[C:27]([S:32](Cl)(=[O:34])=[O:33])=[CH:28][CH:29]=[CH:30][CH:31]=1.[CH2:37](N(CC)CC)C.